The task is: Predict the product of the given reaction.. This data is from Forward reaction prediction with 1.9M reactions from USPTO patents (1976-2016). (1) Given the reactants [CH2:1]1[O:9][C:8]2[C:3](=[CH:4][CH:5]=[C-:6][CH:7]=2)O1.[Mg+2].[Br-].C(N1C2C(=CC=CC=2)[C:19](=[O:26])C1=O)CCCC.[Cl:28][C:29]1[CH:46]=[CH:45][C:32]([CH2:33][N:34]2[C:42]3[C:37](=[CH:38][CH:39]=[CH:40][CH:41]=3)[C:36](=[O:43])[C:35]2=[O:44])=[CH:31][CH:30]=1, predict the reaction product. The product is: [Cl:28][C:29]1[CH:30]=[CH:31][C:32]([CH2:33][N:34]2[C:42]3[C:37](=[CH:38][CH:39]=[CH:40][CH:41]=3)[C:36]([C:3]3[CH:4]=[C:5]([O:26][CH3:19])[CH:6]=[CH:7][C:8]=3[O:9][CH3:1])([OH:43])[C:35]2=[O:44])=[CH:45][CH:46]=1. (2) Given the reactants C[O:2][C:3](=[O:33])[C:4]([C:7]1[C:15]2[C:10](=[CH:11][CH:12]=[C:13]([F:16])[CH:14]=2)[N:9]([NH:17][C:18]([C:20]2[C:21]([CH3:32])=[N:22][C:23]([C:26]3[CH:31]=[CH:30][CH:29]=[CH:28][N:27]=3)=[N:24][CH:25]=2)=[O:19])[CH:8]=1)([CH3:6])[CH3:5].[OH-].[Na+], predict the reaction product. The product is: [F:16][C:13]1[CH:14]=[C:15]2[C:10](=[CH:11][CH:12]=1)[N:9]([NH:17][C:18]([C:20]1[C:21]([CH3:32])=[N:22][C:23]([C:26]3[CH:31]=[CH:30][CH:29]=[CH:28][N:27]=3)=[N:24][CH:25]=1)=[O:19])[CH:8]=[C:7]2[C:4]([CH3:6])([CH3:5])[C:3]([OH:33])=[O:2].